From a dataset of Catalyst prediction with 721,799 reactions and 888 catalyst types from USPTO. Predict which catalyst facilitates the given reaction. (1) Reactant: [CH3:1][S:2]([C:5]1[CH:10]=[CH:9][C:8]([NH:11][C:12](=[O:20])[CH2:13][CH:14]2[CH2:19][CH2:18][NH:17][CH2:16][CH2:15]2)=[CH:7][CH:6]=1)(=[O:4])=[O:3].Cl[CH:22]([CH3:25])[CH2:23][OH:24].[I-].[Na+].CCN(C(C)C)C(C)C. Product: [OH:24][CH2:23][CH:22]([N:17]1[CH2:18][CH2:19][CH:14]([CH2:13][C:12]([NH:11][C:8]2[CH:9]=[CH:10][C:5]([S:2]([CH3:1])(=[O:4])=[O:3])=[CH:6][CH:7]=2)=[O:20])[CH2:15][CH2:16]1)[CH3:25]. The catalyst class is: 10. (2) Product: [CH2:27]([C:26]1[N:9]=[C:7]([N:1]2[CH2:6][CH2:5][CH2:4][CH2:3][CH2:2]2)[NH:8][C:21](=[O:22])[C:20]=1[CH:14]([CH2:10][CH2:11][CH3:12])[C:15]([OH:17])=[O:16])[CH3:28]. Reactant: [N:1]1([C:7](=[NH:9])[NH2:8])[CH2:6][CH2:5][CH2:4][CH2:3][CH2:2]1.[C:10]([CH:14]([CH:20]([CH2:26][CH2:27][CH3:28])[C:21](OCC)=[O:22])[C:15]([O:17]CC)=[O:16])(=O)[CH2:11][CH3:12].C[O-].[Na+]. The catalyst class is: 5. (3) Reactant: Cl[C:2]1[N:7]=[C:6]([NH:8][CH:9]2[CH2:14][CH2:13][N:12]([C:15]([O:17][C:18]([CH3:21])([CH3:20])[CH3:19])=[O:16])[CH2:11][CH:10]2[CH2:22][CH3:23])[C:5]([Cl:24])=[CH:4][N:3]=1.CCN(C(C)C)C(C)C.Cl.[CH3:35][N:36]1[CH:40]=[C:39]([NH2:41])[C:38]([CH3:42])=[N:37]1. Product: [Cl:24][C:5]1[C:6]([NH:8][CH:9]2[CH2:14][CH2:13][N:12]([C:15]([O:17][C:18]([CH3:21])([CH3:20])[CH3:19])=[O:16])[CH2:11][CH:10]2[CH2:22][CH3:23])=[N:7][C:2]([NH:41][C:39]2[C:38]([CH3:42])=[N:37][N:36]([CH3:35])[CH:40]=2)=[N:3][CH:4]=1. The catalyst class is: 114. (4) Reactant: Cl[CH2:2][C:3]1[CH:7]=[CH:6][N:5]([CH3:8])[N:4]=1.C([O-])([O-])=O.[K+].[K+].[F:15][C:16]1[CH:17]=[C:18]([OH:25])[CH:19]=[CH:20][C:21]=1[N+:22]([O-:24])=[O:23]. Product: [F:15][C:16]1[CH:17]=[C:18]([CH:19]=[CH:20][C:21]=1[N+:22]([O-:24])=[O:23])[O:25][CH2:2][C:3]1[CH:7]=[CH:6][N:5]([CH3:8])[N:4]=1. The catalyst class is: 10. (5) Reactant: [Br:1][C:2]1[CH:10]=[CH:9][C:5]([C:6]([OH:8])=O)=[CH:4][CH:3]=1.C[N+:12]1(C2N=C(OC)N=C(OC)N=2)CC[O:15][CH2:14][CH2:13]1.[Cl-].CCN(C(C)C)C(C)C.OCCN. Product: [Br:1][C:2]1[CH:3]=[CH:4][C:5]([C:6]([NH:12][CH2:13][CH2:14][OH:15])=[O:8])=[CH:9][CH:10]=1. The catalyst class is: 158. (6) Reactant: C[O:2][C:3]1[CH:4]=[C:5]2[C:10](=[CH:11][CH:12]=1)[C:9](=[O:13])[N:8]([C:14]1[CH:15]=[C:16]([CH:19]=[CH:20][CH:21]=1)[C:17]#[N:18])[CH:7]=[C:6]2[C:22]1[CH:27]=[C:26]([F:28])[C:25]([F:29])=[C:24]([F:30])[CH:23]=1.B(Br)(Br)Br. Product: [OH:2][C:3]1[CH:4]=[C:5]2[C:10](=[CH:11][CH:12]=1)[C:9](=[O:13])[N:8]([C:14]1[CH:15]=[C:16]([CH:19]=[CH:20][CH:21]=1)[C:17]#[N:18])[CH:7]=[C:6]2[C:22]1[CH:23]=[C:24]([F:30])[C:25]([F:29])=[C:26]([F:28])[CH:27]=1. The catalyst class is: 2.